This data is from NCI-60 drug combinations with 297,098 pairs across 59 cell lines. The task is: Regression. Given two drug SMILES strings and cell line genomic features, predict the synergy score measuring deviation from expected non-interaction effect. (1) Drug 1: C1=NC2=C(N=C(N=C2N1C3C(C(C(O3)CO)O)O)F)N. Drug 2: CCC(=C(C1=CC=CC=C1)C2=CC=C(C=C2)OCCN(C)C)C3=CC=CC=C3.C(C(=O)O)C(CC(=O)O)(C(=O)O)O. Cell line: OVCAR-5. Synergy scores: CSS=5.39, Synergy_ZIP=-2.98, Synergy_Bliss=-2.75, Synergy_Loewe=1.38, Synergy_HSA=-0.474. (2) Drug 1: C1=CC(=C2C(=C1NCCNCCO)C(=O)C3=C(C=CC(=C3C2=O)O)O)NCCNCCO. Drug 2: CC(C)NC(=O)C1=CC=C(C=C1)CNNC.Cl. Cell line: HOP-62. Synergy scores: CSS=48.9, Synergy_ZIP=4.97, Synergy_Bliss=2.95, Synergy_Loewe=-44.1, Synergy_HSA=1.35. (3) Drug 1: COC1=CC(=CC(=C1O)OC)C2C3C(COC3=O)C(C4=CC5=C(C=C24)OCO5)OC6C(C(C7C(O6)COC(O7)C8=CC=CS8)O)O. Drug 2: C1C(C(OC1N2C=NC3=C2NC=NCC3O)CO)O. Cell line: RXF 393. Synergy scores: CSS=18.8, Synergy_ZIP=-7.36, Synergy_Bliss=-8.65, Synergy_Loewe=-5.47, Synergy_HSA=-4.98.